This data is from Full USPTO retrosynthesis dataset with 1.9M reactions from patents (1976-2016). The task is: Predict the reactants needed to synthesize the given product. Given the product [Cl:17][C:5]1[C:6]([NH:8][C:9]2[CH:16]=[CH:15][CH:14]=[CH:13][C:10]=2[C:11]#[N:12])=[CH:7][C:2]([NH:24][C:22]2[N:21]([CH:25]([CH3:27])[CH3:26])[N:20]=[C:19]([CH3:18])[CH:23]=2)=[N:3][CH:4]=1, predict the reactants needed to synthesize it. The reactants are: Cl[C:2]1[CH:7]=[C:6]([NH:8][C:9]2[CH:16]=[CH:15][CH:14]=[CH:13][C:10]=2[C:11]#[N:12])[C:5]([Cl:17])=[CH:4][N:3]=1.[CH3:18][C:19]1[CH:23]=[C:22]([NH2:24])[N:21]([CH:25]([CH3:27])[CH3:26])[N:20]=1.C(=O)([O-])[O-].[Cs+].[Cs+].N#N.C1(P(C2C=CC=CC=2)C2C=CC3C(=CC=CC=3)C=2C2C3C(=CC=CC=3)C=CC=2P(C2C=CC=CC=2)C2C=CC=CC=2)C=CC=CC=1.